From a dataset of Reaction yield outcomes from USPTO patents with 853,638 reactions. Predict the reaction yield, written as a fraction of the theoretical maximum amount of product (1.0 means a 100% yield; for example, 0.34 means a 34% yield). (1) The yield is 0.220. The catalyst is C(OCC)(=O)C. The product is [CH2:13]([C:17]1[N:18]=[C:19]([O:45][CH3:46])[N:20]([C:39]2[CH:40]=[CH:41][CH:42]=[CH:43][CH:44]=2)[C:21](=[O:38])[C:22]=1[CH2:23][C:24]1[CH:29]=[CH:28][C:27]([C:30]2[CH:35]=[CH:34][CH:33]=[CH:32][C:31]=2[C:36]2[NH:3][C:4](=[O:7])[O:5][N:37]=2)=[CH:26][CH:25]=1)[CH2:14][CH2:15][CH3:16]. The reactants are [Cl-].O[NH3+:3].[C:4](=[O:7])([O-])[OH:5].[Na+].CS(C)=O.[CH2:13]([C:17]1[N:18]=[C:19]([O:45][CH3:46])[N:20]([C:39]2[CH:44]=[CH:43][CH:42]=[CH:41][CH:40]=2)[C:21](=[O:38])[C:22]=1[CH2:23][C:24]1[CH:29]=[CH:28][C:27]([C:30]2[C:31]([C:36]#[N:37])=[CH:32][CH:33]=[CH:34][CH:35]=2)=[CH:26][CH:25]=1)[CH2:14][CH2:15][CH3:16]. (2) The reactants are [CH2:1]([C@H:8]([NH:30]C(=O)OC(C)(C)C)[CH2:9][C@H:10]([OH:29])[C@@H:11]([NH:19][C:20]([O:22][CH2:23][C:24]1[S:28][CH:27]=[N:26][CH:25]=1)=[O:21])[CH2:12][C:13]1[CH:18]=[CH:17][CH:16]=[CH:15][CH:14]=1)[C:2]1[CH:7]=[CH:6][CH:5]=[CH:4][CH:3]=1. The catalyst is O1CCOCC1.Cl. The product is [NH2:30][C@@H:8]([CH2:1][C:2]1[CH:3]=[CH:4][CH:5]=[CH:6][CH:7]=1)[CH2:9][C@H:10]([OH:29])[C@@H:11]([NH:19][C:20](=[O:21])[O:22][CH2:23][C:24]1[S:28][CH:27]=[N:26][CH:25]=1)[CH2:12][C:13]1[CH:18]=[CH:17][CH:16]=[CH:15][CH:14]=1. The yield is 0.982. (3) The reactants are Cl[C:2](OC(Cl)(Cl)Cl)=[O:3].[NH2:9][C:10]1[CH:18]=[CH:17][C:16]([F:19])=[CH:15][C:11]=1[C:12]([OH:14])=[O:13]. The catalyst is O1CCOCC1. The product is [F:19][C:16]1[CH:17]=[CH:18][C:10]2[NH:9][C:2](=[O:3])[O:13][C:12](=[O:14])[C:11]=2[CH:15]=1. The yield is 0.960. (4) The reactants are Br[C:2]1[CH:7]=[CH:6][C:5]([C:8]2[C:12]3[CH2:13][C:14]4[S:15][CH:16]=[CH:17][C:18]=4[C:11]=3[N:10]([CH2:19][O:20][CH2:21][CH2:22][Si:23]([CH3:26])([CH3:25])[CH3:24])[N:9]=2)=[CH:4][CH:3]=1.[N:27]1[CH:32]=[CH:31][C:30]([NH2:33])=[CH:29][CH:28]=1.C([O-])([O-])=O.[Cs+].[Cs+].CC1(C)C2C(=C(P(C3C=CC=CC=3)C3C=CC=CC=3)C=CC=2)OC2C(P(C3C=CC=CC=3)C3C=CC=CC=3)=CC=CC1=2. The catalyst is O1CCOCC1.CC([O-])=O.CC([O-])=O.[Pd+2]. The product is [N:27]1[CH:32]=[CH:31][C:30]([NH:33][C:2]2[CH:7]=[CH:6][C:5]([C:8]3[C:12]4[CH2:13][C:14]5[S:15][CH:16]=[CH:17][C:18]=5[C:11]=4[N:10]([CH2:19][O:20][CH2:21][CH2:22][Si:23]([CH3:26])([CH3:25])[CH3:24])[N:9]=3)=[CH:4][CH:3]=2)=[CH:29][CH:28]=1. The yield is 0.660. (5) The yield is 0.110. The product is [Cl:28][C:14]1[CH:13]=[N:12][C:11]2=[N:16][C:15]=1[NH:17][CH2:18][CH2:19][CH2:20][C:21]1[CH:22]=[C:23]([O:27][CH2:2][CH2:3][C:4]3[CH:5]=[C:6]([NH:10]2)[CH:7]=[CH:8][CH:9]=3)[CH:24]=[CH:25][CH:26]=1. The catalyst is O1CCCC1.O. The reactants are Br[CH2:2][CH2:3][C:4]1[CH:5]=[C:6]([NH:10][C:11]2[N:16]=[C:15]([NH:17][CH2:18][CH2:19][CH2:20][C:21]3[CH:22]=[C:23]([OH:27])[CH:24]=[CH:25][CH:26]=3)[C:14]([Cl:28])=[CH:13][N:12]=2)[CH:7]=[CH:8][CH:9]=1.[OH-].[Na+].Cl. (6) The reactants are [NH2:1][C:2]1[CH:11]=[CH:10][CH:9]=[CH:8][C:3]=1[C:4]([NH:6][CH3:7])=[O:5].[Cl:12][C:13]1[N:18]=[C:17](Cl)[C:16]([Cl:20])=[CH:15][N:14]=1.C(=O)([O-])[O-].[K+].[K+].O. The catalyst is CN(C=O)C. The product is [Cl:12][C:13]1[N:18]=[C:17]([NH:1][C:2]2[CH:11]=[CH:10][CH:9]=[CH:8][C:3]=2[C:4]([NH:6][CH3:7])=[O:5])[C:16]([Cl:20])=[CH:15][N:14]=1. The yield is 0.890. (7) The yield is 0.570. The product is [CH2:23]([NH:25][CH2:2][CH2:3][CH2:4][C:5]1([C:16]2[CH:21]=[CH:20][C:19]([F:22])=[CH:18][CH:17]=2)[C:13]2[C:8](=[CH:9][C:10]([C:14]#[N:15])=[CH:11][CH:12]=2)[CH2:7][O:6]1)[CH3:24]. The catalyst is C(O)C.C1COCC1. The reactants are I[CH2:2][CH2:3][CH2:4][C:5]1([C:16]2[CH:21]=[CH:20][C:19]([F:22])=[CH:18][CH:17]=2)[C:13]2[C:8](=[CH:9][C:10]([C:14]#[N:15])=[CH:11][CH:12]=2)[CH2:7][O:6]1.[CH2:23]([NH2:25])[CH3:24]. (8) The reactants are [CH3:1][O:2][C:3]1([O:13][CH3:14])[CH2:6][CH:5]([C:7](=O)[CH2:8][CH2:9][CH:10]=[CH2:11])[CH2:4]1.[C:15]([O-:18])(=O)[CH3:16].[NH4+:19].[C:20]([N+:24]#[C-])([CH3:23])([CH3:22])[CH3:21].FC(F)(F)[CH2:28][OH:29]. The catalyst is C(OCC)(=O)C. The product is [C:15]([NH:19][C:7]([CH:5]1[CH2:6][C:3]([O:13][CH3:14])([O:2][CH3:1])[CH2:4]1)([CH2:8][CH2:9][CH:10]=[CH2:11])[C:28]([NH:24][C:20]([CH3:23])([CH3:22])[CH3:21])=[O:29])(=[O:18])[CH3:16]. The yield is 0.790. (9) The yield is 0.750. The catalyst is C(OCC)(=O)C.C1C=CC(P(C2C=CC=CC=2)[C-]2C=CC=C2)=CC=1.C1C=CC(P(C2C=CC=CC=2)[C-]2C=CC=C2)=CC=1.Cl[Pd]Cl.[Fe+2].COCCOC. The product is [Cl:8][C:4]1[CH:5]=[N:6][CH:7]=[C:2]([C:15]2[CH:20]=[CH:19][CH:18]=[CH:17][CH:16]=2)[N:3]=1. The reactants are Cl[C:2]1[CH:7]=[N:6][CH:5]=[C:4]([Cl:8])[N:3]=1.C(=O)([O-])[O-].[Na+].[Na+].[C:15]1(B(O)O)[CH:20]=[CH:19][CH:18]=[CH:17][CH:16]=1.C(Cl)Cl.